This data is from Forward reaction prediction with 1.9M reactions from USPTO patents (1976-2016). The task is: Predict the product of the given reaction. (1) Given the reactants [NH2:1][C:2]1[CH:3]=[C:4]([S:8]([N:11]([C:17]2[CH:22]=[CH:21][CH:20]=[CH:19][C:18]=2O)[C@H:12]([C:14]([OH:16])=[O:15])[CH3:13])(=[O:10])=[O:9])[CH:5]=[CH:6][CH:7]=1.O.C1(C)C=CC(S(O)(=O)=O)=CC=1.C(=O)(O)[O-].[Na+], predict the reaction product. The product is: [NH2:1][C:2]1[CH:3]=[C:4]([S:8]([N:11]2[C:17]3[CH:18]=[CH:19][CH:20]=[CH:21][C:22]=3[O:15][C:14](=[O:16])[CH:12]2[CH3:13])(=[O:9])=[O:10])[CH:5]=[CH:6][CH:7]=1. (2) Given the reactants [CH3:1][O:2][C:3](=[O:16])[C:4]([C:7]1[CH:12]=[CH:11][C:10]([C:13](Cl)=[O:14])=[CH:9][CH:8]=1)([CH3:6])[CH3:5].[NH2:17][C:18]1[CH:33]=[CH:32][C:31]([Cl:34])=[CH:30][C:19]=1[C:20]([NH:22][C:23]1[CH:28]=[CH:27][C:26]([Cl:29])=[CH:25][N:24]=1)=[O:21], predict the reaction product. The product is: [CH3:1][O:2][C:3](=[O:16])[C:4]([C:7]1[CH:12]=[CH:11][C:10]([C:13](=[O:14])[NH:17][C:18]2[CH:33]=[CH:32][C:31]([Cl:34])=[CH:30][C:19]=2[C:20](=[O:21])[NH:22][C:23]2[CH:28]=[CH:27][C:26]([Cl:29])=[CH:25][N:24]=2)=[CH:9][CH:8]=1)([CH3:6])[CH3:5]. (3) The product is: [CH3:14][C:15]1[CH:22]=[CH:21][CH:20]=[C:19]([CH3:23])[C:16]=1[CH:17]([C:3]1[CH:8]=[CH:7][C:6]([CH:9]2[O:13][CH2:12][CH2:11][O:10]2)=[CH:5][CH:4]=1)[OH:18]. Given the reactants [Mg].Br[C:3]1[CH:8]=[CH:7][C:6]([CH:9]2[O:13][CH2:12][CH2:11][O:10]2)=[CH:5][CH:4]=1.[CH3:14][C:15]1[CH:22]=[CH:21][CH:20]=[C:19]([CH3:23])[C:16]=1[CH:17]=[O:18].[Cl-].[NH4+], predict the reaction product. (4) Given the reactants [C:1]1(=[O:7])[CH2:6][CH2:5][CH2:4][CH2:3][CH2:2]1.[Li+].[CH3:9][CH:10]([N-]C(C)C)[CH3:11].ICCC, predict the reaction product. The product is: [CH2:9]([CH:2]1[CH2:3][CH2:4][CH2:5][CH2:6][C:1]1=[O:7])[CH2:10][CH3:11]. (5) Given the reactants [CH3:1][S:2]([N:5]([CH3:29])[C:6]1[CH:11]=[CH:10][CH:9]=[CH:8][C:7]=1[C:12]1[N:20]2[C:15]([CH:16]=[N:17][C:18](OS(C(F)(F)F)(=O)=O)=[N:19]2)=[CH:14][CH:13]=1)(=[O:4])=[O:3].[CH3:30][O:31][C:32]1[CH:37]=[C:36]([CH2:38][N:39]2[CH2:44][CH2:43][O:42][CH2:41][CH2:40]2)[CH:35]=[CH:34][C:33]=1[NH2:45].C(N(CC)C(C)C)(C)C.COCC(O)C, predict the reaction product. The product is: [CH3:30][O:31][C:32]1[CH:37]=[C:36]([CH2:38][N:39]2[CH2:40][CH2:41][O:42][CH2:43][CH2:44]2)[CH:35]=[CH:34][C:33]=1[NH:45][C:18]1[N:17]=[CH:16][C:15]2=[CH:14][CH:13]=[C:12]([C:7]3[CH:8]=[CH:9][CH:10]=[CH:11][C:6]=3[N:5]([CH3:29])[S:2]([CH3:1])(=[O:4])=[O:3])[N:20]2[N:19]=1. (6) Given the reactants [CH3:1][C:2]1([CH3:19])[CH2:7][O:6][CH:5]([CH:8]=[CH:9][C:10]2[CH:15]=[CH:14][C:13]([N+:16]([O-])=O)=[CH:12][CH:11]=2)[O:4][CH2:3]1, predict the reaction product. The product is: [CH3:1][C:2]1([CH3:19])[CH2:3][O:4][CH:5]([CH2:8][CH2:9][C:10]2[CH:11]=[CH:12][C:13]([NH2:16])=[CH:14][CH:15]=2)[O:6][CH2:7]1. (7) The product is: [CH2:16]([C:7]([NH:6][CH2:5][C:4]1[CH:20]=[CH:21][CH:22]=[C:2]([B:23]2[O:27][C:26]([CH3:29])([CH3:28])[C:25]([CH3:31])([CH3:30])[O:24]2)[CH:3]=1)([CH2:18][CH3:19])[C:8]([O:10][CH:11]1[CH2:15][CH2:14][CH2:13][CH2:12]1)=[O:9])[CH3:17]. Given the reactants Br[C:2]1[CH:3]=[C:4]([CH:20]=[CH:21][CH:22]=1)[CH2:5][NH:6][C:7]([CH2:18][CH3:19])([CH2:16][CH3:17])[C:8]([O:10][CH:11]1[CH2:15][CH2:14][CH2:13][CH2:12]1)=[O:9].[B:23]1([B:23]2[O:27][C:26]([CH3:29])([CH3:28])[C:25]([CH3:31])([CH3:30])[O:24]2)[O:27][C:26]([CH3:29])([CH3:28])[C:25]([CH3:31])([CH3:30])[O:24]1.C([O-])(=O)C.[K+], predict the reaction product.